The task is: Regression. Given a peptide amino acid sequence and an MHC pseudo amino acid sequence, predict their binding affinity value. This is MHC class I binding data.. This data is from Peptide-MHC class I binding affinity with 185,985 pairs from IEDB/IMGT. (1) The peptide sequence is AVRYYDGNIY. The MHC is HLA-A11:01 with pseudo-sequence HLA-A11:01. The binding affinity (normalized) is 0.482. (2) The peptide sequence is IIRVTSELL. The MHC is HLA-A01:01 with pseudo-sequence HLA-A01:01. The binding affinity (normalized) is 0.0847. (3) The peptide sequence is LSRKTFDSEY. The MHC is HLA-A30:02 with pseudo-sequence HLA-A30:02. The binding affinity (normalized) is 0.405. (4) The peptide sequence is LTSRATWAKN. The MHC is HLA-B57:01 with pseudo-sequence HLA-B57:01. The binding affinity (normalized) is 0.484. (5) The peptide sequence is REVFYFGKF. The MHC is HLA-B48:01 with pseudo-sequence HLA-B48:01. The binding affinity (normalized) is 0.0847.